This data is from Reaction yield outcomes from USPTO patents with 853,638 reactions. The task is: Predict the reaction yield, written as a fraction of the theoretical maximum amount of product (1.0 means a 100% yield; for example, 0.34 means a 34% yield). (1) The catalyst is C1(C)C=CC=CC=1.O. The product is [CH3:1][C:2]1[N:3]=[C:4]([CH2:20][CH2:21][CH3:22])[N:5]([CH2:9][CH2:10][O:11][C:12]2[CH:19]=[CH:18][C:15]([CH:16]=[C:27]3[S:23][C:24](=[O:29])[NH:25][C:26]3=[O:28])=[CH:14][CH:13]=2)[C:6](=[O:8])[CH:7]=1. The reactants are [CH3:1][C:2]1[N:3]=[C:4]([CH2:20][CH2:21][CH3:22])[N:5]([CH2:9][CH2:10][O:11][C:12]2[CH:19]=[CH:18][C:15]([CH:16]=O)=[CH:14][CH:13]=2)[C:6](=[O:8])[CH:7]=1.[S:23]1[CH2:27][C:26](=[O:28])[NH:25][C:24]1=[O:29].C(O)(=O)C1C=CC=CC=1.N1CCCCC1. The yield is 0.990. (2) The reactants are [Cl:1][C:2]1[CH:3]=[C:4]2[C:8](=[CH:9][CH:10]=1)[NH:7][CH:6]=[C:5]2[CH2:11][CH2:12][NH:13][C:14](=[O:22])[C:15]1[CH:20]=[CH:19][C:18](I)=[CH:17][CH:16]=1.[F:23][C:24]1[CH:25]=[C:26](B(O)O)[CH:27]=[CH:28][CH:29]=1.C(=O)([O-])[O-].[Na+].[Na+]. The catalyst is C(COC)OC.O.C1C=CC([P]([Pd]([P](C2C=CC=CC=2)(C2C=CC=CC=2)C2C=CC=CC=2)([P](C2C=CC=CC=2)(C2C=CC=CC=2)C2C=CC=CC=2)[P](C2C=CC=CC=2)(C2C=CC=CC=2)C2C=CC=CC=2)(C2C=CC=CC=2)C2C=CC=CC=2)=CC=1. The product is [Cl:1][C:2]1[CH:3]=[C:4]2[C:8](=[CH:9][CH:10]=1)[NH:7][CH:6]=[C:5]2[CH2:11][CH2:12][NH:13][C:14]([C:15]1[CH:20]=[CH:19][C:18]([C:28]2[CH:27]=[CH:26][CH:25]=[C:24]([F:23])[CH:29]=2)=[CH:17][CH:16]=1)=[O:22]. The yield is 0.850.